From a dataset of Catalyst prediction with 721,799 reactions and 888 catalyst types from USPTO. Predict which catalyst facilitates the given reaction. Reactant: [C:1]([C:9]1[N:14]=[CH:13][C:12]([C:15]([OH:17])=O)=[CH:11][N:10]=1)(=[O:8])[C:2]1[CH:7]=[CH:6][CH:5]=[CH:4][CH:3]=1.C(Cl)(=O)C(Cl)=O.[N:24]1([NH2:30])[CH2:29][CH2:28][O:27][CH2:26][CH2:25]1.CCN(C(C)C)C(C)C. Product: [N:24]1([NH:30][C:15]([C:12]2[CH:13]=[N:14][C:9]([C:1](=[O:8])[C:2]3[CH:3]=[CH:4][CH:5]=[CH:6][CH:7]=3)=[N:10][CH:11]=2)=[O:17])[CH2:29][CH2:28][O:27][CH2:26][CH2:25]1. The catalyst class is: 59.